From a dataset of Full USPTO retrosynthesis dataset with 1.9M reactions from patents (1976-2016). Predict the reactants needed to synthesize the given product. (1) Given the product [Cl:20][C:21]1[CH:26]=[CH:25][C:24]([CH2:27][C:28]([NH:1][C:2]2[CH:11]=[CH:10][CH:9]=[C:8]3[C:3]=2[CH:4]=[CH:5][N:6]([C:13]2[C:14]([F:19])=[N:15][CH:16]=[CH:17][CH:18]=2)[C:7]3=[O:12])=[O:29])=[CH:23][C:22]=1[C:31]([F:32])([F:33])[F:34], predict the reactants needed to synthesize it. The reactants are: [NH2:1][C:2]1[CH:11]=[CH:10][CH:9]=[C:8]2[C:3]=1[CH:4]=[CH:5][N:6]([C:13]1[C:14]([F:19])=[N:15][CH:16]=[CH:17][CH:18]=1)[C:7]2=[O:12].[Cl:20][C:21]1[CH:26]=[CH:25][C:24]([CH2:27][C:28](O)=[O:29])=[CH:23][C:22]=1[C:31]([F:34])([F:33])[F:32].F[P-](F)(F)(F)(F)F.C[N+](C)=C(N(C)C)ON1C2N=CC=CC=2N=N1.C(N(CC)C(C)C)(C)C. (2) Given the product [OH:36][CH2:3][CH2:2][CH2:1][C@@:4]1([C:24]2[CH:29]=[CH:28][CH:27]=[CH:26][CH:25]=2)[O:9][C:8](=[O:10])[N:7]([C@H:11]([C:13]2[CH:18]=[CH:17][C:16]([C:19]3[S:20][CH:21]=[CH:22][CH:23]=3)=[CH:15][CH:14]=2)[CH3:12])[CH2:6][CH2:5]1, predict the reactants needed to synthesize it. The reactants are: [CH2:1]([C@@:4]1([C:24]2[CH:29]=[CH:28][CH:27]=[CH:26][CH:25]=2)[O:9][C:8](=[O:10])[N:7]([C@H:11]([C:13]2[CH:18]=[CH:17][C:16]([C:19]3[S:20][CH:21]=[CH:22][CH:23]=3)=[CH:15][CH:14]=2)[CH3:12])[CH2:6][CH2:5]1)[CH:2]=[CH2:3].S1C=CC=C1B(O)[OH:36]. (3) The reactants are: Cl.[Cl-].C1([P+](C2C=CC=CC=2)(C2C=CC=CC=2)[CH2:10][C:11]2[CH:12]=[N:13][CH:14]=[CH:15][CH:16]=2)C=CC=CC=1.C([Li])CCC.[CH3:34][C:35]1[CH:40]=[CH:39][C:38]([S:41]([N:44]2[C:52]3[C:47](=[CH:48][CH:49]=[CH:50][CH:51]=3)[C:46]([CH:53]=O)=[CH:45]2)(=[O:43])=[O:42])=[CH:37][CH:36]=1.O. Given the product [CH3:34][C:35]1[CH:36]=[CH:37][C:38]([S:41]([N:44]2[C:52]3[C:47](=[CH:48][CH:49]=[CH:50][CH:51]=3)[C:46](/[CH:53]=[CH:10]/[C:11]3[CH:12]=[N:13][CH:14]=[CH:15][CH:16]=3)=[CH:45]2)(=[O:43])=[O:42])=[CH:39][CH:40]=1, predict the reactants needed to synthesize it. (4) Given the product [F:28][C:29]([F:34])([CH3:33])[C:30]([N:6]1[CH:1]2[CH2:7][CH:5]1[CH2:4][N:3]([C:8]1[C:13]([F:14])=[CH:12][N:11]=[C:10]([NH:15][C:16]3[CH:26]=[CH:25][C:19]([C:20]([NH:22][CH2:23][CH3:24])=[O:21])=[C:18]([CH3:27])[CH:17]=3)[N:9]=1)[CH2:2]2)=[O:31], predict the reactants needed to synthesize it. The reactants are: [CH:1]12[CH2:7][CH:5]([NH:6]1)[CH2:4][N:3]([C:8]1[C:13]([F:14])=[CH:12][N:11]=[C:10]([NH:15][C:16]3[CH:26]=[CH:25][C:19]([C:20]([NH:22][CH2:23][CH3:24])=[O:21])=[C:18]([CH3:27])[CH:17]=3)[N:9]=1)[CH2:2]2.[F:28][C:29]([F:34])([CH3:33])[C:30](O)=[O:31].CN(C(ON1N=NC2C=CC=NC1=2)=[N+](C)C)C.F[P-](F)(F)(F)(F)F.C(N(CC)CC)C. (5) Given the product [F:23][CH:22]([F:24])[C:12]1[C:13]2[C:14](=[O:21])[CH2:15][C:16]([CH3:20])([CH3:19])[CH2:17][C:18]=2[N:10]([C:8]2[CH:7]=[CH:6][C:3]([C:4]([NH2:5])=[O:36])=[C:2]([NH:25][C@H:26]3[CH2:31][CH2:30][C@H:29]([OH:32])[CH2:28][CH2:27]3)[CH:9]=2)[N:11]=1, predict the reactants needed to synthesize it. The reactants are: Br[C:2]1[CH:9]=[C:8]([N:10]2[C:18]3[CH2:17][C:16]([CH3:20])([CH3:19])[CH2:15][C:14](=[O:21])[C:13]=3[C:12]([CH:22]([F:24])[F:23])=[N:11]2)[CH:7]=[CH:6][C:3]=1[C:4]#[N:5].[NH2:25][C@H:26]1[CH2:31][CH2:30][C@H:29]([OH:32])[CH2:28][CH2:27]1.CC(C)([O-:36])C.[Na+]. (6) Given the product [O:1]1[C:5]2[CH:6]=[CH:7][CH:8]=[CH:9][C:4]=2[N:3]=[C:2]1[C:10]1[CH:15]=[C:14]([C:41]2[C:42]([C:59]#[N:60])=[N:43][N:44]([CH:46]3[CH2:47][CH2:48][N:49]([C:52]([O:54][C:55]([CH3:56])([CH3:58])[CH3:57])=[O:53])[CH2:50][CH2:51]3)[CH:45]=2)[CH:13]=[N:12][C:11]=1[N:25]([C:26]([O:27][C:28]([CH3:30])([CH3:31])[CH3:29])=[O:32])[C:33]([O:35][C:36]([CH3:39])([CH3:37])[CH3:38])=[O:34], predict the reactants needed to synthesize it. The reactants are: [O:1]1[C:5]2[CH:6]=[CH:7][CH:8]=[CH:9][C:4]=2[N:3]=[C:2]1[C:10]1[C:11]([N:25]([C:33]([O:35][C:36]([CH3:39])([CH3:38])[CH3:37])=[O:34])[C:26](=[O:32])[O:27][C:28]([CH3:31])([CH3:30])[CH3:29])=[N:12][CH:13]=[C:14](B2OC(C)(C)C(C)(C)O2)[CH:15]=1.Br[C:41]1[C:42]([C:59]#[N:60])=[N:43][N:44]([CH:46]2[CH2:51][CH2:50][N:49]([C:52]([O:54][C:55]([CH3:58])([CH3:57])[CH3:56])=[O:53])[CH2:48][CH2:47]2)[CH:45]=1.C1(P(C2CCCCC2)C2C=CC=CC=2C2C(OC)=CC=CC=2OC)CCCCC1.P([O-])([O-])([O-])=O.[K+].[K+].[K+]. (7) Given the product [Cl:28][C:22]1[CH:23]=[N:24][CH:25]=[C:26]([Cl:27])[C:21]=1[NH:20][C:14]1[C:13]2[C:18](=[C:9]([O:8][CH2:7][CH2:6][CH2:5][CH2:4][CH2:3][CH2:2][N:32]([CH2:33][CH2:34][OH:35])[CH3:31])[C:10]([O:29][CH3:30])=[CH:11][CH:12]=2)[NH:17][C:16](=[O:19])[CH:15]=1, predict the reactants needed to synthesize it. The reactants are: Cl[CH2:2][CH2:3][CH2:4][CH2:5][CH2:6][CH2:7][O:8][C:9]1[C:10]([O:29][CH3:30])=[CH:11][CH:12]=[C:13]2[C:18]=1[NH:17][C:16](=[O:19])[CH:15]=[C:14]2[NH:20][C:21]1[C:26]([Cl:27])=[CH:25][N:24]=[CH:23][C:22]=1[Cl:28].[CH3:31][NH:32][CH2:33][CH2:34][OH:35]. (8) Given the product [C:16]([O:15][C:13]([N:10]1[CH2:11][CH2:12][CH:8]([C:5]2[CH:4]=[CH:3][C:2]([NH:1][C:31]([O:32][CH2:33][CH2:44][C:43]3[CH:47]=[CH:48][C:40]([Cl:39])=[CH:41][CH:42]=3)=[O:37])=[CH:7][CH:6]=2)[CH2:9]1)=[O:14])([CH3:19])([CH3:18])[CH3:17], predict the reactants needed to synthesize it. The reactants are: [NH2:1][C:2]1[CH:7]=[CH:6][C:5]([CH:8]2[CH2:12][CH2:11][N:10]([C:13]([O:15][C:16]([CH3:19])([CH3:18])[CH3:17])=[O:14])[CH2:9]2)=[CH:4][CH:3]=1.C(N(CC)CC)C.ClC(Cl)(O[C:31](=[O:37])[O:32][C:33](Cl)(Cl)Cl)Cl.[Cl:39][C:40]1[CH:48]=[CH:47][C:43]([CH2:44]CO)=[CH:42][CH:41]=1.